This data is from Full USPTO retrosynthesis dataset with 1.9M reactions from patents (1976-2016). The task is: Predict the reactants needed to synthesize the given product. Given the product [F:1][C:2]1[C:7]([F:8])=[CH:6][CH:5]=[CH:4][C:3]=1[CH:9]1[CH2:14][CH2:13][NH:12][CH2:11][CH2:10]1, predict the reactants needed to synthesize it. The reactants are: [F:1][C:2]1[C:7]([F:8])=[CH:6][CH:5]=[CH:4][C:3]=1[C:9]1[CH2:10][CH2:11][NH:12][CH2:13][CH:14]=1.C(O)=O.